Dataset: Reaction yield outcomes from USPTO patents with 853,638 reactions. Task: Predict the reaction yield, written as a fraction of the theoretical maximum amount of product (1.0 means a 100% yield; for example, 0.34 means a 34% yield). (1) The reactants are [CH3:1][O:2][C:3]1[CH:12]=[CH:11][C:6]2[C:7](=[O:10])[CH2:8][O:9][C:5]=2[C:4]=1[C:13]#[C:14][CH2:15][CH2:16][N:17]1[CH2:22][CH2:21][N:20]([C:23]([O:25][C:26]([CH3:29])([CH3:28])[CH3:27])=[O:24])[CH2:19][CH2:18]1. The catalyst is C(O)C.[Pd].CC([O-])=O.CC([O-])=O.[Pb+2]. The product is [CH3:1][O:2][C:3]1[CH:12]=[CH:11][C:6]2[C:7](=[O:10])[CH2:8][O:9][C:5]=2[C:4]=1/[CH:13]=[CH:14]\[CH2:15][CH2:16][N:17]1[CH2:22][CH2:21][N:20]([C:23]([O:25][C:26]([CH3:29])([CH3:28])[CH3:27])=[O:24])[CH2:19][CH2:18]1. The yield is 0.690. (2) The reactants are [NH2:1][C:2]1[CH:3]=[CH:4][C:5]([O:8][C:9]2[CH:10]=[CH:11][C:12]([Cl:22])=[C:13]([NH:15][C:16](=[O:21])[C:17]([F:20])([F:19])[F:18])[CH:14]=2)=[N:6][CH:7]=1.[S-:23][C:24]#[N:25].[K+].BrBr. The catalyst is C(O)(=O)C. The product is [NH2:25][C:24]1[S:23][C:7]2[C:2]([N:1]=1)=[CH:3][CH:4]=[C:5]([O:8][C:9]1[CH:10]=[CH:11][C:12]([Cl:22])=[C:13]([NH:15][C:16](=[O:21])[C:17]([F:20])([F:18])[F:19])[CH:14]=1)[N:6]=2. The yield is 0.720. (3) The reactants are [C:1]([C:4]1[CH:9]=[CH:8][N:7]=[C:6]([C:10]2[N:14]([C:15]3[CH:16]=[N:17][C:18]([O:21][CH3:22])=[CH:19][CH:20]=3)[N:13]=[C:12]([C:23]([O:25][CH2:26][CH3:27])=[O:24])[CH:11]=2)[CH:5]=1)(O)=[O:2].O.C(O)(=O)C.C(OCC)(=O)C. The catalyst is O1CCCC1. The product is [OH:2][CH2:1][C:4]1[CH:9]=[CH:8][N:7]=[C:6]([C:10]2[N:14]([C:15]3[CH:16]=[N:17][C:18]([O:21][CH3:22])=[CH:19][CH:20]=3)[N:13]=[C:12]([C:23]([O:25][CH2:26][CH3:27])=[O:24])[CH:11]=2)[CH:5]=1. The yield is 0.230. (4) The reactants are [C:1]([OH:20])(=[O:19])[CH2:2][CH2:3][CH2:4][CH2:5][CH2:6][CH2:7][CH2:8]/[CH:9]=[CH:10]\[CH2:11][CH2:12][CH2:13][CH2:14][CH2:15][CH2:16][CH2:17][CH3:18].[CH2:21](O)[CH3:22]. The catalyst is CCOCC. The product is [C:1]([O:20][CH2:21][CH3:22])(=[O:19])[CH2:2][CH2:3][CH2:4][CH2:5][CH2:6][CH2:7][CH2:8]/[CH:9]=[CH:10]\[CH2:11][CH2:12][CH2:13][CH2:14][CH2:15][CH2:16][CH2:17][CH3:18]. The yield is 0.900. (5) The reactants are [N+:1]([C:4]1[CH:9]=[CH:8][C:7]([C:10]#[C:11][C:12]2[CH:17]=[CH:16][N:15]=[CH:14][CH:13]=2)=[C:6]([C:18]([F:21])([F:20])[F:19])[CH:5]=1)([O-])=O.[H][H]. The catalyst is C(O)C.[C].[Pd]. The product is [N:15]1[CH:16]=[CH:17][C:12]([CH2:11][CH2:10][C:7]2[CH:8]=[CH:9][C:4]([NH2:1])=[CH:5][C:6]=2[C:18]([F:19])([F:20])[F:21])=[CH:13][CH:14]=1. The yield is 0.850. (6) The product is [Si:40]([O:57][CH2:58][CH2:59][O:19][C:17]1[CH:16]=[CH:15][C:14](/[CH:20]=[CH:21]/[C:22]([O:24][CH2:25][CH3:26])=[O:23])=[C:13]([O:12][C:3]2[C:2]([Cl:1])=[CH:7][C:6]([C:8]([F:9])([F:11])[F:10])=[CH:5][N:4]=2)[CH:18]=1)([C:53]([CH3:54])([CH3:55])[CH3:56])([C:47]1[CH:48]=[CH:49][CH:50]=[CH:51][CH:52]=1)[C:41]1[CH:46]=[CH:45][CH:44]=[CH:43][CH:42]=1. The yield is 0.870. The reactants are [Cl:1][C:2]1[C:3]([O:12][C:13]2[CH:18]=[C:17]([OH:19])[CH:16]=[CH:15][C:14]=2/[CH:20]=[CH:21]/[C:22]([O:24][CH2:25][CH3:26])=[O:23])=[N:4][CH:5]=[C:6]([C:8]([F:11])([F:10])[F:9])[CH:7]=1.C(P(CCCC)CCCC)CCC.[Si:40]([O:57][CH2:58][CH2:59]O)([C:53]([CH3:56])([CH3:55])[CH3:54])([C:47]1[CH:52]=[CH:51][CH:50]=[CH:49][CH:48]=1)[C:41]1[CH:46]=[CH:45][CH:44]=[CH:43][CH:42]=1.N(C(N1CCCCC1)=O)=NC(N1CCCCC1)=O. The catalyst is O1CCCC1. (7) The reactants are [Br:1][C:2]1[CH:7]=[CH:6][CH:5]=[C:4]([NH2:8])[C:3]=1[NH2:9].[F:10][C:11]([F:19])([F:18])[C:12](=O)[C:13](OC)=[O:14]. The catalyst is CCO. The product is [Br:1][C:2]1[CH:7]=[CH:6][CH:5]=[C:4]2[C:3]=1[NH:9][C:13](=[O:14])[C:12]([C:11]([F:19])([F:18])[F:10])=[N:8]2. The yield is 0.290.